This data is from Catalyst prediction with 721,799 reactions and 888 catalyst types from USPTO. The task is: Predict which catalyst facilitates the given reaction. (1) Reactant: C[O:2][C:3](=[O:40])[CH2:4][CH:5]([NH:7][C:8](=[O:39])[C:9]1[CH:14]=[CH:13][C:12]([O:15][CH:16]([C:23]2[CH:24]=[N:25][C:26]([C:29]3[CH:34]=[CH:33][C:32]([C:35]([F:38])([F:37])[F:36])=[CH:31][CH:30]=3)=[CH:27][CH:28]=2)[CH2:17][CH2:18][C:19]([CH3:22])([CH3:21])[CH3:20])=[CH:11][CH:10]=1)[CH3:6].[OH-].[Na+].Cl. Product: [CH3:21][C:19]([CH3:20])([CH3:22])[CH2:18][CH2:17][CH:16]([C:23]1[CH:24]=[N:25][C:26]([C:29]2[CH:30]=[CH:31][C:32]([C:35]([F:38])([F:37])[F:36])=[CH:33][CH:34]=2)=[CH:27][CH:28]=1)[O:15][C:12]1[CH:13]=[CH:14][C:9]([C:8]([NH:7][CH:5]([CH3:6])[CH2:4][C:3]([OH:40])=[O:2])=[O:39])=[CH:10][CH:11]=1. The catalyst class is: 1. (2) Reactant: [NH:1]1[C:9]2[C:4](=[CH:5][CH:6]=[CH:7][CH:8]=2)[CH2:3][C:2]1=[O:10].[CH3:11][C:12]1[C:16]([CH3:17])=[CH:15][NH:14][C:13]=1[CH:18]=O. Product: [CH3:11][C:12]1[C:16]([CH3:17])=[CH:15][NH:14][C:13]=1[CH:18]=[C:3]1[C:4]2[C:9](=[CH:8][CH:7]=[CH:6][CH:5]=2)[NH:1][C:2]1=[O:10]. The catalyst class is: 495. (3) Reactant: [CH:1]1([C:4]([N:6]2[C:15]3[C:10](=[C:11]([O:34][C:35]4[CH:40]=[CH:39][CH:38]=[CH:37][CH:36]=4)[C:12]([N:16]4[CH:20]=[C:19]([C:21]5[CH2:26][CH2:25][N:24]([C:27]([O:29][C:30]([CH3:33])([CH3:32])[CH3:31])=[O:28])[CH2:23][CH:22]=5)[CH:18]=[N:17]4)=[CH:13][CH:14]=3)[CH2:9][CH2:8][C@@H:7]2[CH3:41])=[O:5])[CH2:3][CH2:2]1. Product: [CH:1]1([C:4]([N:6]2[C:15]3[C:10](=[C:11]([O:34][C:35]4[CH:36]=[CH:37][CH:38]=[CH:39][CH:40]=4)[C:12]([N:16]4[CH:20]=[C:19]([CH:21]5[CH2:22][CH2:23][N:24]([C:27]([O:29][C:30]([CH3:33])([CH3:32])[CH3:31])=[O:28])[CH2:25][CH2:26]5)[CH:18]=[N:17]4)=[CH:13][CH:14]=3)[CH2:9][CH2:8][C@@H:7]2[CH3:41])=[O:5])[CH2:3][CH2:2]1. The catalyst class is: 43. (4) Reactant: [F:1][C:2]1[CH:3]=[C:4]([CH:21]=[CH:22][CH:23]=1)[CH2:5][N:6]1[C:14]2[C:9](=[CH:10][CH:11]=[CH:12][CH:13]=2)[C:8]2([CH2:19][CH2:18][CH2:17][CH2:16][CH2:15]2)[C:7]1=[O:20].C([Li])CCC.Br[CH2:30][CH2:31][O:32][Si:33]([C:36]([CH3:39])([CH3:38])[CH3:37])([CH3:35])[CH3:34]. Product: [Si:33]([O:32][CH2:31][CH2:30][CH:5]([N:6]1[C:14]2[C:9](=[CH:10][CH:11]=[CH:12][CH:13]=2)[C:8]2([CH2:19][CH2:18][CH2:17][CH2:16][CH2:15]2)[C:7]1=[O:20])[C:4]1[CH:21]=[CH:22][CH:23]=[C:2]([F:1])[CH:3]=1)([C:36]([CH3:39])([CH3:38])[CH3:37])([CH3:35])[CH3:34]. The catalyst class is: 1. (5) Reactant: [CH2:1]([O:3][C:4]1[CH:11]=[CH:10][CH:9]=[C:6]([CH:7]=O)[C:5]=1[OH:12])[CH3:2].[NH2:13][C:14]1[CH:15]=[C:16]([CH:25]=[CH:26][C:27]=1[F:28])[NH:17][S:18]([CH2:21][C:22](O)=[O:23])(=[O:20])=[O:19]. Product: [NH2:13][C:14]1[CH:15]=[C:16]([NH:17][S:18]([C:21]2[C:22](=[O:23])[O:12][C:5]3[C:6]([CH:7]=2)=[CH:9][CH:10]=[CH:11][C:4]=3[O:3][CH2:1][CH3:2])(=[O:20])=[O:19])[CH:25]=[CH:26][C:27]=1[F:28]. The catalyst class is: 15. (6) Reactant: [C:1]1([S:7]([N:10]2[C:14]3=[N:15][CH:16]=[C:17]([CH:19]4[CH2:23][O:22][C:21]([CH3:25])([CH3:24])[O:20]4)[CH:18]=[C:13]3[CH:12]=[CH:11]2)(=[O:9])=[O:8])[CH:6]=[CH:5][CH:4]=[CH:3][CH:2]=1.C([N-][CH:30]([CH3:32])[CH3:31])(C)C.[Li+].C([Li])C[CH2:36][CH3:37].CCCCCC.C(NC(C)C)(C)C.[CH:52]1([CH:57]=[O:58])CCCC1. Product: [C:1]1([S:7]([N:10]2[C:14]3=[N:15][CH:16]=[C:17]([CH:19]4[CH2:23][O:22][C:21]([CH3:25])([CH3:24])[O:20]4)[CH:18]=[C:13]3[CH:12]=[C:11]2[CH:57]([OH:58])[CH2:52][CH:31]2[CH2:30][CH2:32][CH2:37][CH2:36]2)(=[O:9])=[O:8])[CH:2]=[CH:3][CH:4]=[CH:5][CH:6]=1. The catalyst class is: 7. (7) Reactant: [CH:1]([C:7]1[C:8]([C:12]2[CH:13]=[N:14][CH:15]=[CH:16][CH:17]=2)=[N:9][NH:10][CH:11]=1)=[CH:2][CH2:3][CH2:4][CH2:5][CH3:6].[CH3:18]SC1C(C2C=NC=CC=2)=NNC=1. Product: [CH:1]([C:7]1[C:8]([C:12]2[CH2:13][N:14]([CH3:18])[CH2:15][CH2:16][CH:17]=2)=[N:9][NH:10][CH:11]=1)=[CH:2][CH2:3][CH2:4][CH2:5][CH3:6]. The catalyst class is: 27.